From a dataset of Forward reaction prediction with 1.9M reactions from USPTO patents (1976-2016). Predict the product of the given reaction. (1) Given the reactants [CH3:1][C:2]1[C:6]([N+:7]([O-:9])=[O:8])=[C:5]([CH3:10])[NH:4][N:3]=1.[H-].[Na+].I[CH3:14], predict the reaction product. The product is: [CH3:14][N:3]1[C:2]([CH3:1])=[C:6]([N+:7]([O-:9])=[O:8])[C:5]([CH3:10])=[N:4]1. (2) Given the reactants Br[C:2]1[CH:7]=[CH:6][CH:5]=[C:4]([O:8][C:9]2[CH:14]=[CH:13][CH:12]=[CH:11][CH:10]=2)[CH:3]=1.[CH:15]1[C:27]2[N:26]([C:28]3[CH:33]=[CH:32][C:31]([C:34]4[CH:39]=[CH:38][CH:37]=[C:36]([OH:40])[CH:35]=4)=[CH:30][CH:29]=3)[C:25]3[C:20](=[CH:21][CH:22]=[CH:23][CH:24]=3)[C:19]=2[CH:18]=[CH:17][CH:16]=1.C(=O)([O-])[O-].[K+].[K+], predict the reaction product. The product is: [O:8]([C:4]1[CH:3]=[C:2]([CH:7]=[CH:6][CH:5]=1)[O:40][C:36]1[CH:35]=[C:34]([C:31]2[CH:32]=[CH:33][C:28]([N:26]3[C:25]4[CH:24]=[CH:23][CH:22]=[CH:21][C:20]=4[C:19]4[C:27]3=[CH:15][CH:16]=[CH:17][CH:18]=4)=[CH:29][CH:30]=2)[CH:39]=[CH:38][CH:37]=1)[C:9]1[CH:10]=[CH:11][CH:12]=[CH:13][CH:14]=1. (3) Given the reactants [Cl:1][C:2]1[C:3]([C:29]([O:31][CH2:32][CH3:33])=[O:30])=[N:4][N:5]([C:8]2[CH:16]=[CH:15][C:11]([C:12]([OH:14])=O)=[CH:10][C:9]=2[C:17]([N:19]2[CH2:28][CH2:27][C:26]3[C:21](=[CH:22][CH:23]=[CH:24][CH:25]=3)[CH2:20]2)=[O:18])[C:6]=1[CH3:7].[I:34][C:35]1[CH:44]=[C:43]2[C:38]([CH:39]=[CH:40][C:41]([S:45]([NH2:48])(=[O:47])=[O:46])=[CH:42]2)=[CH:37][CH:36]=1, predict the reaction product. The product is: [Cl:1][C:2]1[C:3]([C:29]([O:31][CH2:32][CH3:33])=[O:30])=[N:4][N:5]([C:8]2[CH:16]=[CH:15][C:11]([C:12](=[O:14])[NH:48][S:45]([C:41]3[CH:40]=[CH:39][C:38]4[C:43](=[CH:44][C:35]([I:34])=[CH:36][CH:37]=4)[CH:42]=3)(=[O:47])=[O:46])=[CH:10][C:9]=2[C:17]([N:19]2[CH2:28][CH2:27][C:26]3[C:21](=[CH:22][CH:23]=[CH:24][CH:25]=3)[CH2:20]2)=[O:18])[C:6]=1[CH3:7]. (4) Given the reactants Cl[C:2]1[CH:7]=[C:6]([C:8]([F:11])([F:10])[F:9])[CH:5]=[CH:4][C:3]=1[N:12]1[CH2:17][CH2:16][O:15][C:14]2[CH:18]=[C:19]([S:22]([NH:25][C:26]3[CH:31]=[CH:30][N:29]=[CH:28][N:27]=3)(=[O:24])=[O:23])[CH:20]=[CH:21][C:13]1=2.B1([C:41]2[CH2:46][CH2:45][N:44]([C:47]([O:49][C:50]([CH3:53])([CH3:52])[CH3:51])=[O:48])[CH2:43][CH:42]=2)OC(C)(C)C(C)(C)O1.P([O-])([O-])([O-])=O.[K+].[K+].[K+], predict the reaction product. The product is: [N:29]1[CH:30]=[CH:31][C:26]([NH:25][S:22]([C:19]2[CH:20]=[CH:21][C:13]3[N:12]([C:3]4[CH:4]=[CH:5][C:6]([C:8]([F:11])([F:10])[F:9])=[CH:7][C:2]=4[C:41]4[CH2:46][CH2:45][N:44]([C:47]([O:49][C:50]([CH3:53])([CH3:52])[CH3:51])=[O:48])[CH2:43][CH:42]=4)[CH2:17][CH2:16][O:15][C:14]=3[CH:18]=2)(=[O:24])=[O:23])=[N:27][CH:28]=1. (5) Given the reactants [NH2:1]CC1SC(Cl)=NC=1.C(N(CC)CC)C.[F:16][C:17]1[CH:22]=[C:21]([S:23][C:24]([F:27])([F:26])[F:25])[CH:20]=[CH:19][C:18]=1[N:28]([CH3:32])[C:29](Cl)=[O:30], predict the reaction product. The product is: [F:16][C:17]1[CH:22]=[C:21]([S:23][C:24]([F:27])([F:26])[F:25])[CH:20]=[CH:19][C:18]=1[N:28]([CH3:32])[C:29]([NH2:1])=[O:30]. (6) Given the reactants [Cl:1][C:2]1[CH:7]=[CH:6][C:5]([C@@:8]2([CH3:34])[C@:12]([C:14]3[CH:19]=[CH:18][C:17]([Cl:20])=[CH:16][CH:15]=3)([CH3:13])[NH:11][C:10]([C:21]3[CH:26]=[CH:25][C:24]([C:27]([OH:30])([CH3:29])[CH3:28])=[CH:23][C:22]=3[O:31][CH2:32][CH3:33])=[N:9]2)=[CH:4][CH:3]=1.[C:35](Cl)([Cl:37])=[O:36], predict the reaction product. The product is: [Cl:1][C:2]1[CH:7]=[CH:6][C:5]([C:8]2([CH3:34])[C:12]([C:14]3[CH:15]=[CH:16][C:17]([Cl:20])=[CH:18][CH:19]=3)([CH3:13])[N:11]([C:35]([Cl:37])=[O:36])[C:10]([C:21]3[CH:26]=[CH:25][C:24]([C:27]([OH:30])([CH3:28])[CH3:29])=[CH:23][C:22]=3[O:31][CH2:32][CH3:33])=[N:9]2)=[CH:4][CH:3]=1. (7) Given the reactants C([O:3][C:4]([C:6]1[N:7]=[C:8]([CH:11]2[CH2:16][CH2:15][N:14]([C:17](=[S:28])[NH:18][C:19]3[CH:24]=[CH:23][C:22]([N:25]([CH3:27])[CH3:26])=[CH:21][CH:20]=3)[CH2:13][CH2:12]2)[S:9][CH:10]=1)=[O:5])C.[OH-].[Na+], predict the reaction product. The product is: [CH3:26][N:25]([CH3:27])[C:22]1[CH:23]=[CH:24][C:19]([NH:18][C:17]([N:14]2[CH2:13][CH2:12][CH:11]([C:8]3[S:9][CH:10]=[C:6]([C:4]([OH:5])=[O:3])[N:7]=3)[CH2:16][CH2:15]2)=[S:28])=[CH:20][CH:21]=1.